Dataset: Catalyst prediction with 721,799 reactions and 888 catalyst types from USPTO. Task: Predict which catalyst facilitates the given reaction. (1) Reactant: [CH2:1](/[C:3](/[N:10]=N/C(OC(C)(C)C)=O)=[CH:4]\[C:5]([O:7][CH2:8][CH3:9])=[O:6])[CH3:2].[C:19]1(N)[CH:24]=[CH:23][CH:22]=[CH:21][C:20]=1[NH2:25].O. Product: [CH2:1]([C:3]1[C:4]([C:5]([O:7][CH2:8][CH3:9])=[O:6])=[N:25][C:20]2[C:21]([N:10]=1)=[CH:22][CH:23]=[CH:24][CH:19]=2)[CH3:2]. The catalyst class is: 7. (2) Reactant: [CH:1]([C:4]1[O:5][C:6]([CH3:15])=[CH:7][C:8](=[C:10]([C:13]#[N:14])[C:11]#[N:12])[CH:9]=1)([CH3:3])[CH3:2].[C:16]1([C:22]2[CH2:26][CH:25]([C:27]3[CH:32]=[CH:31][CH:30]=[CH:29][CH:28]=3)[N:24]([C:33]3[CH:40]=[CH:39][C:36]([CH:37]=O)=[CH:35][CH:34]=3)[N:23]=2)[CH:21]=[CH:20][CH:19]=[CH:18][CH:17]=1.N1CCCCC1. Product: [C:16]1([C:22]2[CH2:26][CH:25]([C:27]3[CH:32]=[CH:31][CH:30]=[CH:29][CH:28]=3)[N:24]([C:33]3[CH:34]=[CH:35][C:36]([CH:37]=[CH:15][C:6]4[O:5][C:4]([CH:1]([CH3:3])[CH3:2])=[CH:9][C:8](=[C:10]([C:11]#[N:12])[C:13]#[N:14])[CH:7]=4)=[CH:39][CH:40]=3)[N:23]=2)[CH:21]=[CH:20][CH:19]=[CH:18][CH:17]=1. The catalyst class is: 8. (3) Reactant: COC1C=CC(C[NH:8][C:9]2[CH:14]=[CH:13][C:12]([NH2:15])=[C:11]([S:16][CH2:17]C3C=CC(OC)=CC=3)[N:10]=2)=CC=1.C(O)(C(F)(F)F)=O.C(Cl)(Cl)Cl. Product: [N:15]1[C:12]2[C:11](=[N:10][C:9]([NH2:8])=[CH:14][CH:13]=2)[S:16][CH:17]=1. The catalyst class is: 106. (4) Reactant: [Si:1]([O:8][CH2:9][C@@H:10]1[NH:14][C:13](=[O:15])[CH2:12][CH2:11]1)([C:4]([CH3:7])([CH3:6])[CH3:5])([CH3:3])[CH3:2].[H-].[Na+].[CH3:18]I.[NH4+].[Cl-]. Product: [Si:1]([O:8][CH2:9][C@@H:10]1[N:14]([CH3:18])[C:13](=[O:15])[CH2:12][CH2:11]1)([C:4]([CH3:7])([CH3:6])[CH3:5])([CH3:3])[CH3:2]. The catalyst class is: 1. (5) Reactant: [CH2:1]1[CH:5]2[CH2:6][NH:7][CH2:8][CH:4]2[CH2:3][N:2]1[C:9]([O:11][C:12]([CH3:15])([CH3:14])[CH3:13])=[O:10].[Cl:16][C:17]1[CH:22]=[CH:21][C:20]([CH:23](Cl)[C:24]2[CH:29]=[CH:28][C:27]([Cl:30])=[CH:26][CH:25]=2)=[CH:19][CH:18]=1.C(=O)([O-])[O-].[K+].[K+].C(#N)C. Product: [Cl:16][C:17]1[CH:18]=[CH:19][C:20]([CH:23]([C:24]2[CH:29]=[CH:28][C:27]([Cl:30])=[CH:26][CH:25]=2)[N:7]2[CH2:6][CH:5]3[CH2:1][N:2]([C:9]([O:11][C:12]([CH3:15])([CH3:14])[CH3:13])=[O:10])[CH2:3][CH:4]3[CH2:8]2)=[CH:21][CH:22]=1. The catalyst class is: 6. (6) Product: [Cl:23][C:13]([C:12]1[CH:16]=[CH:17][C:9]([CH2:8][C:7]2[CH:18]=[CH:19][C:4]([N+:1]([O-:3])=[O:2])=[CH:5][CH:6]=2)=[CH:10][CH:11]=1)=[O:14]. Reactant: [N+:1]([C:4]1[CH:19]=[CH:18][C:7]([CH2:8][C:9]2[CH:17]=[CH:16][C:12]([C:13](O)=[O:14])=[CH:11][CH:10]=2)=[CH:6][CH:5]=1)([O-:3])=[O:2].C(Cl)(=O)C([Cl:23])=O. The catalyst class is: 120. (7) Reactant: [CH2:1]([CH:3]1[N:12]2[C:7](=[CH:8][C:9](=[O:18])[C:10]([C:13]([O:15][CH2:16][CH3:17])=[O:14])=[CH:11]2)[C:6]2[CH:19]=[C:20]([O:24][CH3:25])[C:21]([OH:23])=[CH:22][C:5]=2[CH2:4]1)[CH3:2].Br[CH2:27][CH:28]([F:30])[F:29].C([O-])([O-])=O.[K+].[K+]. Product: [F:29][CH:28]([F:30])[CH2:27][O:23][C:21]1[C:20]([O:24][CH3:25])=[CH:19][C:6]2[C:7]3[N:12]([CH:3]([CH2:1][CH3:2])[CH2:4][C:5]=2[CH:22]=1)[CH:11]=[C:10]([C:13]([O:15][CH2:16][CH3:17])=[O:14])[C:9](=[O:18])[CH:8]=3. The catalyst class is: 3. (8) Reactant: [Br:1][C:2]1[CH:7]=[C:6]([Cl:8])[CH:5]=[C:4]([CH2:9]Br)[CH:3]=1.[C-:11]#[N:12].[Na+]. Product: [Br:1][C:2]1[CH:3]=[C:4]([CH2:9][C:11]#[N:12])[CH:5]=[C:6]([Cl:8])[CH:7]=1. The catalyst class is: 8. (9) Reactant: [C:1]1([C:7]2[CH:8]=[C:9]3[C:13](=[C:14]([C:16]([NH2:18])=[O:17])[CH:15]=2)[NH:12][CH:11]=[CH:10]3)[CH:6]=[CH:5][CH:4]=[CH:3][CH:2]=1.[CH3:19][S:20]([N:23]1[CH2:28][CH2:27][C:26](=O)[CH2:25][CH2:24]1)(=[O:22])=[O:21].[O-]S(C(F)(F)F)(=O)=O.[Bi+3].[O-]S(C(F)(F)F)(=O)=O.[O-]S(C(F)(F)F)(=O)=O. Product: [CH3:19][S:20]([N:23]1[CH2:24][CH:25]=[C:26]([C:10]2[C:9]3[C:13](=[C:14]([C:16]([NH2:18])=[O:17])[CH:15]=[C:7]([C:1]4[CH:6]=[CH:5][CH:4]=[CH:3][CH:2]=4)[CH:8]=3)[NH:12][CH:11]=2)[CH2:27][CH2:28]1)(=[O:22])=[O:21]. The catalyst class is: 10. (10) Reactant: [Cl:1][C:2]1[CH:7]=[C:6]([N+:8]([O-])=O)[CH:5]=[C:4]([CH2:11][S:12]([CH3:15])(=[O:14])=[O:13])[CH:3]=1. Product: [Cl:1][C:2]1[CH:7]=[C:6]([CH:5]=[C:4]([CH2:11][S:12]([CH3:15])(=[O:14])=[O:13])[CH:3]=1)[NH2:8]. The catalyst class is: 5.